From a dataset of Forward reaction prediction with 1.9M reactions from USPTO patents (1976-2016). Predict the product of the given reaction. (1) Given the reactants [C:1]([O:5][C:6]([N:8]1[CH2:13][CH:12]([CH3:14])[NH:11][CH:10]([CH3:15])[C:9]1=[C:16]=O)=[O:7])([CH3:4])([CH3:3])[CH3:2].C(=O)([O-])[O-].[K+].[K+].[CH3:24][O:25][C:26](=[O:29])CBr.CN(C=O)C, predict the reaction product. The product is: [C:1]([O:5][C:6]([N:8]1[CH2:13][CH:12]([CH3:14])[N:11]([C:26]([O:25][CH3:24])=[O:29])[CH:10]([CH3:15])[CH:9]1[CH3:16])=[O:7])([CH3:2])([CH3:3])[CH3:4]. (2) Given the reactants Cl[C:2]1[C:3]2[C:4](=[CH:19][N:20](CC3C=CC(OC)=CC=3)[N:21]=2)[N:5]=[C:6]([C:8]2[CH:13]=[CH:12][CH:11]=[C:10]([O:14][C:15]([F:18])([F:17])[F:16])[CH:9]=2)[N:7]=1.[CH3:31][O:32][C:33]1[CH:34]=[C:35]([CH:37]=[CH:38][C:39]=1[O:40][CH3:41])[NH2:36].Cl, predict the reaction product. The product is: [CH3:31][O:32][C:33]1[CH:34]=[C:35]([NH:36][C:2]2[C:3]3[NH:21][N:20]=[CH:19][C:4]=3[N:5]=[C:6]([C:8]3[CH:13]=[CH:12][CH:11]=[C:10]([O:14][C:15]([F:17])([F:16])[F:18])[CH:9]=3)[N:7]=2)[CH:37]=[CH:38][C:39]=1[O:40][CH3:41].